Task: Predict the product of the given reaction.. Dataset: Forward reaction prediction with 1.9M reactions from USPTO patents (1976-2016) The product is: [CH:10]1([CH:13]2[C:8]3[C:3](=[CH:4][CH:5]=[CH:6][CH:7]=3)[CH2:2][CH2:1][NH:9]2)[CH2:12][CH2:11]1. Given the reactants [CH2:1]([NH2:9])[CH2:2][C:3]1[CH:8]=[CH:7][CH:6]=[CH:5][CH:4]=1.[CH:10]1([C:13](Cl)=O)[CH2:12][CH2:11]1, predict the reaction product.